This data is from Forward reaction prediction with 1.9M reactions from USPTO patents (1976-2016). The task is: Predict the product of the given reaction. (1) Given the reactants [Br:1][C:2]1[CH:3]=[CH:4][C:5]2[O:14][CH2:13][CH2:12][N:11]3[C:7](=[N:8][C:9](I)=[CH:10]3)[C:6]=2[CH:16]=1.C([Sn](CCCC)(CCCC)[C:22]1[CH:27]=[CH:26][CH:25]=[CH:24][N:23]=1)CCC, predict the reaction product. The product is: [Br:1][C:2]1[CH:3]=[CH:4][C:5]2[O:14][CH2:13][CH2:12][N:11]3[C:7](=[N:8][C:9]([C:22]4[CH:27]=[CH:26][CH:25]=[CH:24][N:23]=4)=[CH:10]3)[C:6]=2[CH:16]=1. (2) Given the reactants Cl[C:2]1[C:7]([C:8]#[C:9][C:10]2[CH:15]=[CH:14][C:13]([C:16]([F:19])([F:18])[F:17])=[CH:12][CH:11]=2)=[C:6]([CH3:20])[N:5]=[CH:4][N:3]=1.[NH2:21][CH2:22][C:23]1[O:27][C:26]([C:28]([O:30][CH3:31])=[O:29])=[CH:25][CH:24]=1, predict the reaction product. The product is: [CH3:20][C:6]1[N:5]=[CH:4][N:3]=[C:2]([NH:21][CH2:22][C:23]2[O:27][C:26]([C:28]([O:30][CH3:31])=[O:29])=[CH:25][CH:24]=2)[C:7]=1[C:8]#[C:9][C:10]1[CH:15]=[CH:14][C:13]([C:16]([F:19])([F:18])[F:17])=[CH:12][CH:11]=1. (3) Given the reactants [Br:1][C:2]1N=[CH:6][C:5]([O:8][C@H:9]2[CH2:13][O:12][CH2:11][C@H:10]2[NH:14][S:15]([CH:18]([CH3:20])[CH3:19])(=[O:17])=[O:16])=[CH:4][CH:3]=1.[CH3:21]S(O[C@H]1[C@H](OC2C=CC(Br)=CC=2)COC1)(=O)=O, predict the reaction product. The product is: [Br:1][C:2]1[CH:21]=[CH:6][C:5]([O:8][C@H:9]2[CH2:13][O:12][CH2:11][C@H:10]2[NH:14][S:15]([CH:18]([CH3:20])[CH3:19])(=[O:17])=[O:16])=[CH:4][CH:3]=1. (4) Given the reactants [CH2:1]=[C:2]1[CH2:6][CH2:5][C:4]([CH2:11][CH2:12][CH2:13]Br)([C:7]([O:9][CH3:10])=[O:8])[CH2:3]1.[N-:15]=[N+:16]=[N-:17].[Na+], predict the reaction product. The product is: [CH2:1]=[C:2]1[CH2:6][CH2:5][C:4]([CH2:11][CH2:12][CH2:13][N:15]=[N+:16]=[N-:17])([C:7]([O:9][CH3:10])=[O:8])[CH2:3]1.